Predict the reactants needed to synthesize the given product. From a dataset of Full USPTO retrosynthesis dataset with 1.9M reactions from patents (1976-2016). (1) Given the product [CH3:21][C:22]1[CH:23]=[C:24]([C:2]2[C:3]3[CH:10]=[CH:9][NH:8][C:4]=3[N:5]=[CH:6][N:7]=2)[CH:25]=[CH:26][C:27]=1[CH3:28], predict the reactants needed to synthesize it. The reactants are: Cl[C:2]1[C:3]2[CH:10]=[CH:9][N:8](S(C3C=CC(C)=CC=3)(=O)=O)[C:4]=2[N:5]=[CH:6][N:7]=1.[CH3:21][C:22]1[CH:23]=[C:24](B(O)O)[CH:25]=[CH:26][C:27]=1[CH3:28].C(=O)([O-])[O-].[K+].[K+].COCCOC. (2) The reactants are: Br[CH2:2][CH2:3][C:4]1[CH:9]=[CH:8][C:7]([N+:10]([O-:12])=[O:11])=[CH:6][CH:5]=1.[NH:13]1[CH2:18][CH2:17][O:16][CH2:15][CH2:14]1. Given the product [N+:10]([C:7]1[CH:8]=[CH:9][C:4]([CH2:3][CH2:2][N:13]2[CH2:18][CH2:17][O:16][CH2:15][CH2:14]2)=[CH:5][CH:6]=1)([O-:12])=[O:11], predict the reactants needed to synthesize it. (3) Given the product [NH2:19][C:11]1[C:10]2=[N:26][N:27]([CH2:30][CH3:31])[C:28]([CH2:29][C:64]3([OH:70])[CH2:69][CH2:68][CH2:67][CH2:66][CH2:65]3)=[C:9]2[C:8]2[CH:7]=[CH:6][CH:5]=[CH:14][C:13]=2[N:12]=1, predict the reactants needed to synthesize it. The reactants are: C([C:5]1[CH:6]=[CH:7][C:8]2[C:9]3[C:10](=[N:26][N:27]([CH2:30][CH3:31])[C:28]=3[CH3:29])[C:11]([N:19](C([O-])=O)C([O-])=O)=[N:12][C:13]=2[C:14]=1C(C)(C)C)(C)(C)C.C(C1C=CC2C3C(=NN(CCC)C=3C)C(N(C([O-])=O)C([O-])=O)=NC=2C=1C(C)(C)C)(C)(C)C.[C:64]1(=[O:70])[CH2:69][CH2:68][CH2:67][CH2:66][CH2:65]1.C1(=O)CCC1. (4) Given the product [Br:1][C:2]1[CH:3]=[CH:4][C:5]([CH2:11][CH2:12][C:13]2[CH:18]=[CH:17][CH:16]=[C:15]([O:19][CH3:20])[C:14]=2[CH3:21])=[C:6]([CH2:8][C:9]([OH:23])=[O:27])[CH:7]=1, predict the reactants needed to synthesize it. The reactants are: [Br:1][C:2]1[CH:3]=[CH:4][C:5]([CH2:11][CH2:12][C:13]2[CH:18]=[CH:17][CH:16]=[C:15]([O:19][CH3:20])[C:14]=2[CH3:21])=[C:6]([CH2:8][C:9]#N)[CH:7]=1.S(=O)(=O)(O)[OH:23].[OH2:27]. (5) Given the product [C:26]([C:23]1[CH:24]=[CH:25][C:20]([CH2:19][N:6]([CH2:7][CH2:8][C:9]2[CH:14]=[CH:13][CH:12]=[C:11]([C:15]([F:16])([F:17])[F:18])[CH:10]=2)[C:4](=[O:5])[C:3]2[CH:30]=[C:31]([Cl:34])[CH:32]=[CH:33][C:2]=2[NH:1][CH2:36][C:37]#[N:38])=[CH:21][CH:22]=1)([CH3:29])([CH3:28])[CH3:27], predict the reactants needed to synthesize it. The reactants are: [NH2:1][C:2]1[CH:33]=[CH:32][C:31]([Cl:34])=[CH:30][C:3]=1[C:4]([N:6]([CH2:19][C:20]1[CH:25]=[CH:24][C:23]([C:26]([CH3:29])([CH3:28])[CH3:27])=[CH:22][CH:21]=1)[CH2:7][CH2:8][C:9]1[CH:14]=[CH:13][CH:12]=[C:11]([C:15]([F:18])([F:17])[F:16])[CH:10]=1)=[O:5].Br[CH2:36][C:37]#[N:38].[Na].[H][H]. (6) Given the product [OH:2][C:3]1[CH:4]=[C:5]2[C:10](=[CH:11][CH:12]=1)[C:9]([NH:13][C:14]1[CH:15]=[C:16]([CH:22]=[CH:23][CH:24]=1)[C:17]([O:19][CH2:20][CH3:21])=[O:18])=[CH:8][CH:7]=[CH:6]2, predict the reactants needed to synthesize it. The reactants are: C[O:2][C:3]1[CH:4]=[C:5]2[C:10](=[CH:11][CH:12]=1)[C:9]([NH:13][C:14]1[CH:15]=[C:16]([CH:22]=[CH:23][CH:24]=1)[C:17]([O:19][CH2:20][CH3:21])=[O:18])=[CH:8][CH:7]=[CH:6]2.B(Br)(Br)Br. (7) Given the product [NH2:1][C:2]1[N:3]=[C:4]([Cl:30])[C:5]2=[C:6]([N:8]([CH2:22][C:23]3[CH:24]=[N:25][N:26]([CH3:29])[C:27]=3[CH3:28])[C:9](=[O:21])/[C:10]/2=[CH:11]\[C:12]2[NH:16][CH:15]=[C:14]([C:17]([NH:72][CH2:71][CH2:70][N:69]([CH2:73][CH3:74])[CH2:67][CH3:68])=[O:18])[C:13]=2[CH3:20])[N:7]=1, predict the reactants needed to synthesize it. The reactants are: [NH2:1][C:2]1[N:3]=[C:4]([Cl:30])[C:5]2=[C:6]([N:8]([CH2:22][C:23]3[CH:24]=[N:25][N:26]([CH3:29])[C:27]=3[CH3:28])[C:9](=[O:21])/[C:10]/2=[CH:11]\[C:12]2[NH:16][CH:15]=[C:14]([C:17](O)=[O:18])[C:13]=2[CH3:20])[N:7]=1.F[P-](F)(F)(F)(F)F.N1(O[P+](N(C)C)(N(C)C)N(C)C)C2C=CC=CC=2N=N1.CCN(C(C)C)C(C)C.[CH2:67]([N:69]([CH2:73][CH3:74])[CH2:70][CH2:71][NH2:72])[CH3:68].